This data is from CYP2C9 inhibition data for predicting drug metabolism from PubChem BioAssay. The task is: Regression/Classification. Given a drug SMILES string, predict its absorption, distribution, metabolism, or excretion properties. Task type varies by dataset: regression for continuous measurements (e.g., permeability, clearance, half-life) or binary classification for categorical outcomes (e.g., BBB penetration, CYP inhibition). Dataset: cyp2c9_veith. (1) The drug is CCN(CC)C(=O)CSc1nnc(C2CCCCC2)o1. The result is 0 (non-inhibitor). (2) The molecule is O=C(c1csnn1)N1CCC[C@@]2(CCN(c3ccncc3)C2)C1. The result is 0 (non-inhibitor). (3) The result is 0 (non-inhibitor). The compound is O=c1nc(-c2ccccc2)n(-c2ccccc2)c2ncccc12. (4) The drug is COCCn1c(=O)c(CCc2ccccc2)nc2cnc(Oc3ccccc3)nc21. The result is 1 (inhibitor). (5) The compound is CCCCCn1c(SCC(=O)c2ccccc2)nc2cc(C(=O)NCc3ccco3)ccc2c1=O. The result is 1 (inhibitor). (6) The molecule is CSc1nsc(SC)c1NC(=O)OCc1ccccc1. The result is 1 (inhibitor). (7) The drug is CCOc1ccc2nc(C)cc(Nc3ccc4c(c3)OCCO4)c2c1.Cl. The result is 0 (non-inhibitor). (8) The compound is CC(=O)NNC(=O)CCC(=O)Nc1ccccc1. The result is 0 (non-inhibitor). (9) The molecule is O=C(c1cnc(N2CCN(c3ncccn3)CC2)c2ccccc12)N1CCN(c2ccccn2)CC1. The result is 1 (inhibitor).